From a dataset of Retrosynthesis with 50K atom-mapped reactions and 10 reaction types from USPTO. Predict the reactants needed to synthesize the given product. (1) Given the product O=C(c1ccccc1-n1cccn1)N(Cc1ccccc1)Cc1ccc2c(c1)OCO2, predict the reactants needed to synthesize it. The reactants are: O=C(O)c1ccccc1-n1cccn1.c1ccc(CNCc2ccc3c(c2)OCO3)cc1. (2) Given the product N#Cc1cnc(Nc2cc(N3CCN(CCCN4CCOCC4)CC3)ncn2)s1, predict the reactants needed to synthesize it. The reactants are: N#Cc1cnc(Cl)s1.Nc1cc(N2CCN(CCCN3CCOCC3)CC2)ncn1. (3) Given the product CC(=O)N1CCc2nc(N3CCC([C@@H](F)c4ccc(F)cc4F)CC3)c(NC(C)C)nc2C1, predict the reactants needed to synthesize it. The reactants are: CC(=O)OC(C)=O.CC(C)Nc1nc2c(nc1N1CCC([C@@H](F)c3ccc(F)cc3F)CC1)CCNC2. (4) Given the product CC1(C)OB(c2c[nH]c3cc(C#N)ccc23)OC1(C)C, predict the reactants needed to synthesize it. The reactants are: CC1(C)OB(B2OC(C)(C)C(C)(C)O2)OC1(C)C.N#Cc1ccc2c(Br)c[nH]c2c1. (5) Given the product O=[N+]([O-])c1cnc2c(ccn2S(=O)(=O)c2ccccc2)c1, predict the reactants needed to synthesize it. The reactants are: O=S(=O)(Cl)c1ccccc1.O=[N+]([O-])c1cnc2[nH]ccc2c1. (6) Given the product N[C@@H](CC1CCCC1)C(=O)NC1CCCN(C(=O)OCc2ccccc2)CC1O, predict the reactants needed to synthesize it. The reactants are: CC(C)(C)OC(=O)N[C@@H](CC1CCCC1)C(=O)NC1CCCN(C(=O)OCc2ccccc2)CC1O. (7) Given the product CN(C)CCc1ccc([N+](=O)[O-])cc1, predict the reactants needed to synthesize it. The reactants are: CNC.O=[N+]([O-])c1ccc(CCBr)cc1. (8) Given the product O=C(Nc1cccc(C(F)(F)F)c1)c1ccc(-n2nc(-c3cc(CNC(=O)C4CC4)ccc3Cl)[nH]c2=O)cc1, predict the reactants needed to synthesize it. The reactants are: COC(=O)c1ccc(-n2nc(-c3cc(CNC(=O)C4CC4)ccc3Cl)[nH]c2=O)cc1.Nc1cccc(C(F)(F)F)c1.